This data is from Merck oncology drug combination screen with 23,052 pairs across 39 cell lines. The task is: Regression. Given two drug SMILES strings and cell line genomic features, predict the synergy score measuring deviation from expected non-interaction effect. (1) Drug 1: CCC1=CC2CN(C1)Cc1c([nH]c3ccccc13)C(C(=O)OC)(c1cc3c(cc1OC)N(C)C1C(O)(C(=O)OC)C(OC(C)=O)C4(CC)C=CCN5CCC31C54)C2. Drug 2: COC1=C2CC(C)CC(OC)C(O)C(C)C=C(C)C(OC(N)=O)C(OC)C=CC=C(C)C(=O)NC(=CC1=O)C2=O. Cell line: MSTO. Synergy scores: synergy=14.7. (2) Drug 1: COc1cccc2c1C(=O)c1c(O)c3c(c(O)c1C2=O)CC(O)(C(=O)CO)CC3OC1CC(N)C(O)C(C)O1. Drug 2: O=C(CCCCCCC(=O)Nc1ccccc1)NO. Cell line: ZR751. Synergy scores: synergy=9.80. (3) Drug 1: C=CCn1c(=O)c2cnc(Nc3ccc(N4CCN(C)CC4)cc3)nc2n1-c1cccc(C(C)(C)O)n1. Drug 2: NC1(c2ccc(-c3nc4ccn5c(=O)[nH]nc5c4cc3-c3ccccc3)cc2)CCC1. Cell line: OV90. Synergy scores: synergy=9.86.